From a dataset of NCI-60 drug combinations with 297,098 pairs across 59 cell lines. Regression. Given two drug SMILES strings and cell line genomic features, predict the synergy score measuring deviation from expected non-interaction effect. (1) Drug 1: CC1OCC2C(O1)C(C(C(O2)OC3C4COC(=O)C4C(C5=CC6=C(C=C35)OCO6)C7=CC(=C(C(=C7)OC)O)OC)O)O. Drug 2: C1CC(C1)(C(=O)O)C(=O)O.[NH2-].[NH2-].[Pt+2]. Cell line: HCT-15. Synergy scores: CSS=56.4, Synergy_ZIP=-1.22, Synergy_Bliss=2.84, Synergy_Loewe=-12.2, Synergy_HSA=3.31. (2) Drug 1: CC1C(C(CC(O1)OC2CC(CC3=C2C(=C4C(=C3O)C(=O)C5=C(C4=O)C(=CC=C5)OC)O)(C(=O)CO)O)N)O.Cl. Drug 2: CC(C)NC(=O)C1=CC=C(C=C1)CNNC.Cl. Cell line: HCT116. Synergy scores: CSS=3.03, Synergy_ZIP=4.82, Synergy_Bliss=14.7, Synergy_Loewe=4.11, Synergy_HSA=6.11. (3) Drug 1: C1=CC(=CC=C1C#N)C(C2=CC=C(C=C2)C#N)N3C=NC=N3. Drug 2: CCN(CC)CCCC(C)NC1=C2C=C(C=CC2=NC3=C1C=CC(=C3)Cl)OC. Cell line: CCRF-CEM. Synergy scores: CSS=23.4, Synergy_ZIP=-7.24, Synergy_Bliss=-0.583, Synergy_Loewe=3.15, Synergy_HSA=0.366. (4) Drug 1: CCCCC(=O)OCC(=O)C1(CC(C2=C(C1)C(=C3C(=C2O)C(=O)C4=C(C3=O)C=CC=C4OC)O)OC5CC(C(C(O5)C)O)NC(=O)C(F)(F)F)O. Drug 2: C1=NC2=C(N=C(N=C2N1C3C(C(C(O3)CO)O)F)Cl)N. Cell line: MALME-3M. Synergy scores: CSS=39.0, Synergy_ZIP=-1.34, Synergy_Bliss=-3.02, Synergy_Loewe=-2.71, Synergy_HSA=-2.34. (5) Drug 1: CC1=C(C=C(C=C1)C(=O)NC2=CC(=CC(=C2)C(F)(F)F)N3C=C(N=C3)C)NC4=NC=CC(=N4)C5=CN=CC=C5. Drug 2: CCN(CC)CCCC(C)NC1=C2C=C(C=CC2=NC3=C1C=CC(=C3)Cl)OC. Cell line: SF-268. Synergy scores: CSS=12.1, Synergy_ZIP=-0.625, Synergy_Bliss=-2.64, Synergy_Loewe=-7.06, Synergy_HSA=-6.87. (6) Drug 1: CN1CCC(CC1)COC2=C(C=C3C(=C2)N=CN=C3NC4=C(C=C(C=C4)Br)F)OC. Drug 2: COC1=NC(=NC2=C1N=CN2C3C(C(C(O3)CO)O)O)N. Cell line: KM12. Synergy scores: CSS=0.314, Synergy_ZIP=0.255, Synergy_Bliss=-2.33, Synergy_Loewe=-4.27, Synergy_HSA=-5.27. (7) Drug 1: CC1C(C(CC(O1)OC2CC(OC(C2O)C)OC3=CC4=CC5=C(C(=O)C(C(C5)C(C(=O)C(C(C)O)O)OC)OC6CC(C(C(O6)C)O)OC7CC(C(C(O7)C)O)OC8CC(C(C(O8)C)O)(C)O)C(=C4C(=C3C)O)O)O)O. Drug 2: C1C(C(OC1N2C=NC(=NC2=O)N)CO)O. Cell line: K-562. Synergy scores: CSS=37.4, Synergy_ZIP=-1.52, Synergy_Bliss=-1.37, Synergy_Loewe=-4.06, Synergy_HSA=-0.631. (8) Drug 1: C1=CC=C(C(=C1)C(C2=CC=C(C=C2)Cl)C(Cl)Cl)Cl. Drug 2: COC1=C2C(=CC3=C1OC=C3)C=CC(=O)O2. Cell line: M14. Synergy scores: CSS=2.40, Synergy_ZIP=-1.87, Synergy_Bliss=0.260, Synergy_Loewe=-3.58, Synergy_HSA=-2.87. (9) Drug 2: CCC1(C2=C(COC1=O)C(=O)N3CC4=CC5=C(C=CC(=C5CN(C)C)O)N=C4C3=C2)O.Cl. Drug 1: CC1=CC=C(C=C1)C2=CC(=NN2C3=CC=C(C=C3)S(=O)(=O)N)C(F)(F)F. Cell line: MDA-MB-435. Synergy scores: CSS=15.0, Synergy_ZIP=-1.06, Synergy_Bliss=3.91, Synergy_Loewe=-19.6, Synergy_HSA=-1.18.